From a dataset of Forward reaction prediction with 1.9M reactions from USPTO patents (1976-2016). Predict the product of the given reaction. (1) Given the reactants [CH3:1][O:2][C:3]([C:5]1[CH:10]=[CH:9][C:8](=[O:11])[NH:7][N:6]=1)=[O:4].[CH2:12]1[CH2:17][O:16][CH:15]=[CH:14][CH2:13]1.CC1C=CC(S([O-])(=O)=O)=CC=1.C1C=C[NH+]=CC=1, predict the reaction product. The product is: [O:11]=[C:8]1[N:7]([CH:15]2[CH2:14][CH2:13][CH2:12][CH2:17][O:16]2)[N:6]=[C:5]([C:3]([O:2][CH3:1])=[O:4])[CH:10]=[CH:9]1. (2) Given the reactants [CH:1]1([CH2:4][N:5]2[C:17]3[C:16]([C:18]([NH2:20])=[O:19])=[CH:15][C:14]([C:21]4[C:22]([CH3:27])=[N:23][O:24][C:25]=4[CH3:26])=[CH:13][C:12]=3[C:11]3[C:6]2=[CH:7][C:8]([OH:28])=[CH:9][CH:10]=3)[CH2:3][CH2:2]1.[C:29](=O)([O-])[O-].[K+].[K+].IC, predict the reaction product. The product is: [CH:1]1([CH2:4][N:5]2[C:17]3[C:16]([C:18]([NH2:20])=[O:19])=[CH:15][C:14]([C:21]4[C:22]([CH3:27])=[N:23][O:24][C:25]=4[CH3:26])=[CH:13][C:12]=3[C:11]3[C:6]2=[CH:7][C:8]([O:28][CH3:29])=[CH:9][CH:10]=3)[CH2:3][CH2:2]1. (3) Given the reactants B(Br)(Br)Br.C[O:6][C:7]1[CH:12]=[CH:11][CH:10]=[C:9]([C:13]([Cl:17])=[C:14]([Cl:16])[Cl:15])[CH:8]=1, predict the reaction product. The product is: [Cl:17][C:13]([C:9]1[CH:8]=[C:7]([OH:6])[CH:12]=[CH:11][CH:10]=1)=[C:14]([Cl:15])[Cl:16].